Dataset: Full USPTO retrosynthesis dataset with 1.9M reactions from patents (1976-2016). Task: Predict the reactants needed to synthesize the given product. Given the product [F:1][CH:2]([F:23])[C:3]1[C:4]([NH2:9])=[N:5][CH:6]=[CH:7][CH:8]=1, predict the reactants needed to synthesize it. The reactants are: [F:1][CH:2]([F:23])[C:3]1[C:4]([N:9]=C(C2C=CC=CC=2)C2C=CC=CC=2)=[N:5][CH:6]=[CH:7][CH:8]=1.Cl.